Task: Predict the product of the given reaction.. Dataset: Forward reaction prediction with 1.9M reactions from USPTO patents (1976-2016) (1) Given the reactants [C:1]([O:5][C:6](=[O:30])[CH2:7][CH2:8][C@H:9]([NH2:29])[CH2:10][O:11][Si](C(C)(C)C)(C1C=CC=CC=1)C1C=CC=CC=1)([CH3:4])([CH3:3])[CH3:2].[CH2:31]([O:33][C:34]([C:36]1[C:45](=[O:46])[C:44]2[C:39](=[C:40]([CH:49]=[O:50])[C:41](F)=[C:42]([F:47])[CH:43]=2)[N:38]([CH:51]2[CH2:53][CH2:52]2)[CH:37]=1)=[O:35])[CH3:32].C(N(CC)C(C)C)(C)C, predict the reaction product. The product is: [CH2:31]([O:33][C:34]([C:36]1[C:45](=[O:46])[C:44]2[C:39](=[C:40]([CH:49]=[O:50])[C:41]([NH:29][C@H:9]([CH2:10][OH:11])[CH2:8][CH2:7][C:6]([O:5][C:1]([CH3:2])([CH3:4])[CH3:3])=[O:30])=[C:42]([F:47])[CH:43]=2)[N:38]([CH:51]2[CH2:52][CH2:53]2)[CH:37]=1)=[O:35])[CH3:32]. (2) Given the reactants [NH2:1][C:2]1[CH:3]=[CH:4][C:5]([CH3:21])=[C:6]([NH:8][C:9]2[CH:10]=[C:11]3[C:15](=[CH:16][CH:17]=2)[C:14](=[O:18])[C:13]([CH3:20])([CH3:19])[CH2:12]3)[CH:7]=1.[CH:22]1([C:25](O)=[O:26])[CH2:24][CH2:23]1, predict the reaction product. The product is: [CH3:20][C:13]1([CH3:19])[CH2:12][C:11]2[C:15](=[CH:16][CH:17]=[C:9]([NH:8][C:6]3[CH:7]=[C:2]([NH:1][C:25]([CH:22]4[CH2:24][CH2:23]4)=[O:26])[CH:3]=[CH:4][C:5]=3[CH3:21])[CH:10]=2)[C:14]1=[O:18]. (3) Given the reactants [CH2:1]([O:8][CH:9]1[CH2:13][O:12][CH:11]([CH2:14][CH:15]=[O:16])[CH2:10]1)[C:2]1[CH:7]=[CH:6][CH:5]=[CH:4][CH:3]=1.[BH4-].[Na+], predict the reaction product. The product is: [CH2:1]([O:8][CH:9]1[CH2:13][O:12][CH:11]([CH2:14][CH2:15][OH:16])[CH2:10]1)[C:2]1[CH:3]=[CH:4][CH:5]=[CH:6][CH:7]=1. (4) Given the reactants N[C@H](C1N(C2CC2)C(=O)C2C(C=1)=CC=CC=2C)C.ClC1N=CN=C2C=1N=CN2C1CCCCO1.CCN(C(C)C)C(C)C.[CH:44]1([N:47]2[C:56]([C@@H:57]([NH:59][C:60]3[N:68]=[CH:67][N:66]=[C:65]4[C:61]=3[N:62]=[CH:63][N:64]4[CH:69]3[CH2:74][CH2:73][CH2:72][CH2:71][O:70]3)[CH3:58])=[CH:55][C:54]3[C:49](=[C:50]([CH3:75])[CH:51]=[CH:52][CH:53]=3)[C:48]2=[O:76])[CH2:46][CH2:45]1, predict the reaction product. The product is: [N:68]1[C:60]([NH:59][C@H:57]([C:56]2[N:47]([CH:44]3[CH2:46][CH2:45]3)[C:48](=[O:76])[C:49]3[C:54]([CH:55]=2)=[CH:53][CH:52]=[CH:51][C:50]=3[CH3:75])[CH3:58])=[C:61]2[C:65]([NH:64][CH:63]=[N:62]2)=[N:66][CH:67]=1.[CH:44]1([N:47]2[C:56]([C@@H:57]([NH:59][C:60]3[N:68]=[CH:67][N:66]=[C:65]4[C:61]=3[N:62]=[CH:63][N:64]4[CH:69]3[CH2:74][CH2:73][CH2:72][CH2:71][O:70]3)[CH3:58])=[CH:55][C:54]3[C:49](=[C:50]([CH3:75])[CH:51]=[CH:52][CH:53]=3)[C:48]2=[O:76])[CH2:45][CH2:46]1.